Dataset: Forward reaction prediction with 1.9M reactions from USPTO patents (1976-2016). Task: Predict the product of the given reaction. (1) The product is: [CH3:1][C@H:2]1[CH2:6][CH2:5][CH2:4][N:3]1[C@H:7]1[CH2:11][CH2:10][N:9]([C:12]2[CH:13]=[CH:14][C:15]([NH:18][C:25]([CH:22]3[CH2:23][CH2:24][O:19][CH2:20][CH2:21]3)=[O:26])=[N:16][CH:17]=2)[CH2:8]1. Given the reactants [CH3:1][C@H:2]1[CH2:6][CH2:5][CH2:4][N:3]1[C@H:7]1[CH2:11][CH2:10][N:9]([C:12]2[CH:13]=[CH:14][C:15]([NH2:18])=[N:16][CH:17]=2)[CH2:8]1.[O:19]1[CH2:24][CH2:23][CH:22]([C:25](O)=[O:26])[CH2:21][CH2:20]1.CN1CCOCC1.ON1C2C=CC=CC=2N=N1.CCN=C=NCCCN(C)C.Cl.Cl, predict the reaction product. (2) Given the reactants [O:1]1CCO[CH:2]1[C:6]1[CH:7]=[C:8]([C:13]2[N:18]=[C:17]([CH3:19])[N:16]=[C:15]([N:20]([CH2:30][C:31]3[CH:36]=[CH:35][C:34]([O:37][CH3:38])=[CH:33][CH:32]=3)[CH2:21][C:22]3[CH:27]=[CH:26][C:25]([O:28][CH3:29])=[CH:24][CH:23]=3)[N:14]=2)[C:9](F)=[N:10][CH:11]=1.[F:39][C:40]1[CH:41]=[C:42]([NH2:48])[CH:43]=[N:44][C:45]=1[O:46][CH3:47].C[Si]([N-][Si](C)(C)C)(C)C.[Li+].Cl, predict the reaction product. The product is: [CH3:29][O:28][C:25]1[CH:24]=[CH:23][C:22]([CH2:21][N:20]([CH2:30][C:31]2[CH:36]=[CH:35][C:34]([O:37][CH3:38])=[CH:33][CH:32]=2)[C:15]2[N:16]=[C:17]([CH3:19])[N:18]=[C:13]([C:8]3[C:9]([NH:48][C:42]4[CH:43]=[N:44][C:45]([O:46][CH3:47])=[C:40]([F:39])[CH:41]=4)=[N:10][CH:11]=[C:6]([CH:7]=3)[CH:2]=[O:1])[N:14]=2)=[CH:27][CH:26]=1. (3) Given the reactants Cl[C:2]1[N:11]=[C:10]([N:12]2[CH2:17][CH2:16][CH2:15][C@@H:14]([NH:18][C:19](=[O:21])[CH3:20])[CH2:13]2)[C:9]2[C:4](=[CH:5][CH:6]=[CH:7][C:8]=2[CH3:22])[N:3]=1.[F:23][C:24]([F:34])([F:33])[C:25]1[CH:26]=[C:27]([NH2:32])[CH:28]=[C:29]([NH2:31])[CH:30]=1, predict the reaction product. The product is: [NH2:31][C:29]1[CH:28]=[C:27]([NH:32][C:2]2[N:11]=[C:10]([N:12]3[CH2:17][CH2:16][CH2:15][C@@H:14]([NH:18][C:19](=[O:21])[CH3:20])[CH2:13]3)[C:9]3[C:4](=[CH:5][CH:6]=[CH:7][C:8]=3[CH3:22])[N:3]=2)[CH:26]=[C:25]([C:24]([F:23])([F:33])[F:34])[CH:30]=1. (4) Given the reactants [BH4-].[Na+].[CH2:3]([C:10]1[CH2:11][CH2:12][CH2:13][N:14]=1)[C:4]1[CH:9]=[CH:8][CH:7]=[CH:6][CH:5]=1.[OH-].[Na+].[C:17](O[C:17]([O:19][C:20]([CH3:23])([CH3:22])[CH3:21])=[O:18])([O:19][C:20]([CH3:23])([CH3:22])[CH3:21])=[O:18], predict the reaction product. The product is: [C:20]([O:19][C:17]([N:14]1[CH2:13][CH2:12][CH2:11][CH:10]1[CH2:3][C:4]1[CH:9]=[CH:8][CH:7]=[CH:6][CH:5]=1)=[O:18])([CH3:23])([CH3:22])[CH3:21]. (5) Given the reactants C(OC(=O)[NH:7][CH2:8][CH2:9][S:10][C:11]1[CH:16]=[CH:15][C:14]([S:17][CH2:18][CH:19]2[CH2:24][CH2:23][CH2:22][CH2:21][CH:20]2[C:25](=[O:30])[NH:26][CH2:27][C:28]#[N:29])=[CH:13][C:12]=1[F:31])(C)(C)C.[CH3:33][S:34]([OH:37])(=[O:36])=[O:35].CCOCC, predict the reaction product. The product is: [S:34]([OH:37])(=[O:36])(=[O:35])[CH3:33].[C:28]([CH2:27][NH:26][C:25]([CH:20]1[CH2:21][CH2:22][CH2:23][CH2:24][CH:19]1[CH2:18][S:17][C:14]1[CH:15]=[CH:16][C:11]([S:10][CH2:9][CH2:8][NH2:7])=[C:12]([F:31])[CH:13]=1)=[O:30])#[N:29].